This data is from Full USPTO retrosynthesis dataset with 1.9M reactions from patents (1976-2016). The task is: Predict the reactants needed to synthesize the given product. Given the product [O:27]1[C:26]2[CH:25]=[CH:24][C:23]([CH:33]3[CH2:38][CH2:37][CH2:36][CH2:35][N:34]3[CH2:17][C:13]3[S:12][C:11]([C:4]4[C:5]([CH2:9][CH3:10])=[CH:6][CH:7]=[CH:8][C:3]=4[CH2:1][CH3:2])=[N:15][C:14]=3[CH3:16])=[CH:31][C:30]=2[O:29][CH2:28]1, predict the reactants needed to synthesize it. The reactants are: [CH2:1]([C:3]1[CH:8]=[CH:7][CH:6]=[C:5]([CH2:9][CH3:10])[C:4]=1[C:11]1[S:12][C:13]([CH2:17]O)=[C:14]([CH3:16])[N:15]=1)[CH3:2].S(Cl)(Cl)=O.[CH2:23]([CH:33]1[CH2:38][CH2:37][CH2:36][CH2:35][NH:34]1)[C:24]1C=[CH:31][C:30]2[O:29][CH2:28][O:27][C:26]=2[CH:25]=1.C(#N)C.C(=O)([O-])[O-].[K+].[K+].